Dataset: Forward reaction prediction with 1.9M reactions from USPTO patents (1976-2016). Task: Predict the product of the given reaction. (1) Given the reactants B(Br)(Br)[Br:2].ClCCl.[S:8]1[CH:12]=[CH:11][C:10]2[C:13]([N:17]3[CH2:22][CH2:21][N:20]([CH2:23][CH2:24][CH2:25][CH2:26][N:27]4[CH:36]=[CH:35][C:34]5[C:29](=[CH:30][C:31]([O:37]C)=[CH:32][CH:33]=5)[C:28]4=[O:39])[CH2:19][CH2:18]3)=[CH:14][CH:15]=[CH:16][C:9]1=2, predict the reaction product. The product is: [BrH:2].[S:8]1[CH:12]=[CH:11][C:10]2[C:13]([N:17]3[CH2:18][CH2:19][N:20]([CH2:23][CH2:24][CH2:25][CH2:26][N:27]4[CH:36]=[CH:35][C:34]5[C:29](=[CH:30][C:31]([OH:37])=[CH:32][CH:33]=5)[C:28]4=[O:39])[CH2:21][CH2:22]3)=[CH:14][CH:15]=[CH:16][C:9]1=2. (2) Given the reactants [CH:1]1([S:7][C:8]2[CH:15]=[CH:14][C:11](C=O)=[CH:10][CH:9]=2)[CH2:6][CH2:5][CH2:4][CH2:3][CH2:2]1.[CH3:16][O:17][CH:18](OC)[O:19][CH3:20].C[O-].[Na+], predict the reaction product. The product is: [CH:8]1([S:7][C:1]2[CH:6]=[CH:5][C:4]([CH:18]([O:19][CH3:20])[O:17][CH3:16])=[CH:3][CH:2]=2)[CH2:15][CH2:14][CH2:11][CH2:10][CH2:9]1. (3) Given the reactants C([O:3][C:4](=O)[C:5]1[CH:10]=[C:9]([Br:11])[CH:8]=[N:7][CH:6]=1)C.[BH4-].[Na+].[ClH:15].[OH-].[Na+].Cl.CCO, predict the reaction product. The product is: [ClH:15].[Br:11][C:9]1[CH:10]=[C:5]([CH2:4][OH:3])[CH:6]=[N:7][CH:8]=1. (4) Given the reactants [CH2:1]1[CH2:5]O[CH2:3][CH2:2]1.[Br:6][C:7]1C=CC2CC[C:9]=2[CH:8]=1.[C:15]([Li])([CH3:18])([CH3:17])[CH3:16].[CH3:20]C(C)=O.C(=O)=O, predict the reaction product. The product is: [Br:6][CH2:7][CH2:8][CH2:9][CH2:16][C:15]1[CH:18]=[CH:5][C:1]2[CH2:20][CH2:3][C:2]=2[CH:17]=1.